Predict hERG channel inhibition at various concentrations. From a dataset of hERG Central: cardiac toxicity at 1µM, 10µM, and general inhibition. (1) The compound is Cc1ccc2nc(-c3cccnc3)cc(C(=O)N3CCN(c4ccc([N+](=O)[O-])cc4)CC3)c2c1. Results: hERG_inhib (hERG inhibition (general)): blocker. (2) The compound is CN1CCN(c2ccc([N+](=O)[O-])cc2Cl)CC1. Results: hERG_inhib (hERG inhibition (general)): blocker. (3) The molecule is O=C(Nc1ccc(Oc2cccnc2)cc1)C1CCN(Cc2ccccc2)CC1. Results: hERG_inhib (hERG inhibition (general)): blocker. (4) The compound is O=C(CCN1C(=O)/C(=C/c2ccc(F)cc2)SC1=S)NCCCn1ccnc1. Results: hERG_inhib (hERG inhibition (general)): blocker. (5) The drug is N#Cc1nc(Cc2cccc3ccccc23)oc1NCCN1CCCCC1. Results: hERG_inhib (hERG inhibition (general)): blocker.